Dataset: Forward reaction prediction with 1.9M reactions from USPTO patents (1976-2016). Task: Predict the product of the given reaction. (1) The product is: [Cl:27][C:3]1[C:2]([B:28]2[O:32][C:31]([CH3:34])([CH3:33])[C:30]([CH3:36])([CH3:35])[O:29]2)=[CH:7][N:6]=[C:5]2[N:8]([CH2:19][O:20][CH2:21][CH2:22][Si:23]([CH3:26])([CH3:25])[CH3:24])[CH:9]=[C:10]([C:11]3[CH:16]=[CH:15][CH:14]=[CH:13][C:12]=3[O:17][CH3:18])[C:4]=12. Given the reactants Br[C:2]1[C:3]([Cl:27])=[C:4]2[C:10]([C:11]3[CH:16]=[CH:15][CH:14]=[CH:13][C:12]=3[O:17][CH3:18])=[CH:9][N:8]([CH2:19][O:20][CH2:21][CH2:22][Si:23]([CH3:26])([CH3:25])[CH3:24])[C:5]2=[N:6][CH:7]=1.[B:28]1([B:28]2[O:32][C:31]([CH3:34])([CH3:33])[C:30]([CH3:36])([CH3:35])[O:29]2)[O:32][C:31]([CH3:34])([CH3:33])[C:30]([CH3:36])([CH3:35])[O:29]1.C([O-])(=O)C.[K+].C(OCC)C, predict the reaction product. (2) Given the reactants [F:1][C:2]1[CH:7]=[CH:6][C:5](I)=[CH:4][C:3]=1[C@:9]1([CH2:20][F:21])[CH2:14][C@@H:13]([C:15]([F:18])([F:17])[F:16])[O:12][C:11]([NH2:19])=[N:10]1.[C:22]([C:24]1[CH:31]=[CH:30][C:27]([C:28]#[N:29])=[CH:26][CH:25]=1)#[CH:23], predict the reaction product. The product is: [NH2:19][C:11]1[O:12][C@H:13]([C:15]([F:18])([F:17])[F:16])[CH2:14][C@:9]([C:3]2[CH:4]=[C:5]([C:23]#[C:22][C:24]3[CH:31]=[CH:30][C:27]([C:28]#[N:29])=[CH:26][CH:25]=3)[CH:6]=[CH:7][C:2]=2[F:1])([CH2:20][F:21])[N:10]=1. (3) Given the reactants [N+:1]([C:4]1[N:5]=[CH:6][NH:7][CH:8]=1)([O-:3])=[O:2].C(OC(=O)C)(=O)C.[N+:16]([O-])([OH:18])=[O:17], predict the reaction product. The product is: [N+:16]([N:7]1[CH:8]=[C:4]([N+:1]([O-:3])=[O:2])[N:5]=[CH:6]1)([O-:18])=[O:17]. (4) Given the reactants Br[CH:2]([C:4]1[CH:17]=[CH:16][C:15]2[C:14](=[O:18])[C:13]3[C:8](=[CH:9][CH:10]=[CH:11][CH:12]=3)[C:7](=[O:19])[C:6]=2[CH:5]=1)[CH3:3].C(O)C.[CH3:23][N:24]1[CH2:29][CH2:28][NH:27][CH2:26][CH2:25]1.Cl, predict the reaction product. The product is: [CH3:23][N:24]1[CH2:29][CH2:28][N:27]([CH:2]([C:4]2[CH:17]=[CH:16][C:15]3[C:14](=[O:18])[C:13]4[C:8](=[CH:9][CH:10]=[CH:11][CH:12]=4)[C:7](=[O:19])[C:6]=3[CH:5]=2)[CH3:3])[CH2:26][CH2:25]1. (5) Given the reactants [CH3:1][O:2][CH:3](Cl)Cl.[Sn](Cl)(Cl)(Cl)Cl.[F:11][C:12]1[C:21]2[C:16](=[CH:17][CH:18]=[CH:19][CH:20]=2)[C:15]([O:22]C)=[CH:14][CH:13]=1, predict the reaction product. The product is: [F:11][C:12]1[C:21]2[C:16](=[CH:17][CH:18]=[CH:19][CH:20]=2)[C:3]([O:2][CH3:1])=[C:14]([CH:15]=[O:22])[CH:13]=1. (6) Given the reactants [Cl-].[Al+3].[Cl-].[Cl-].[CH:5]1[C:14]2[C:9](=[CH:10][CH:11]=[CH:12][CH:13]=2)[CH:8]=[CH:7][CH:6]=1.[C:15](Cl)(=[O:19])[CH:16]([CH3:18])[CH3:17], predict the reaction product. The product is: [CH3:17][CH:16]([CH3:18])[C:15]([C:13]1[C:14]2[C:9](=[CH:8][CH:7]=[CH:6][CH:5]=2)[CH:10]=[CH:11][CH:12]=1)=[O:19]. (7) Given the reactants [Cl:1][C:2]1[C:3]([C:10]([OH:12])=O)=[N:4][CH:5]=[C:6]([C:8]#[N:9])[CH:7]=1.[NH2:13][C:14]1[CH:15]=[CH:16][C:17]([F:51])=[C:18]([C@:20]2([CH3:50])[CH2:25][O:24][CH2:23][C:22]([NH:26][C:27]([C:42]3[CH:47]=[CH:46][C:45]([O:48][CH3:49])=[CH:44][CH:43]=3)([C:34]3[CH:39]=[CH:38][C:37]([O:40][CH3:41])=[CH:36][CH:35]=3)[C:28]3[CH:33]=[CH:32][CH:31]=[CH:30][CH:29]=3)=[N:21]2)[CH:19]=1.O.[Cl-].COC1N=C(OC)N=C([N+]2(C)CCOCC2)N=1, predict the reaction product. The product is: [CH3:49][O:48][C:45]1[CH:46]=[CH:47][C:42]([C:27]([NH:26][C:22]2[CH2:23][O:24][CH2:25][C@:20]([C:18]3[CH:19]=[C:14]([NH:13][C:10]([C:3]4[C:2]([Cl:1])=[CH:7][C:6]([C:8]#[N:9])=[CH:5][N:4]=4)=[O:12])[CH:15]=[CH:16][C:17]=3[F:51])([CH3:50])[N:21]=2)([C:34]2[CH:35]=[CH:36][C:37]([O:40][CH3:41])=[CH:38][CH:39]=2)[C:28]2[CH:29]=[CH:30][CH:31]=[CH:32][CH:33]=2)=[CH:43][CH:44]=1. (8) Given the reactants O[CH2:2][CH2:3][N:4]([CH2:12][CH2:13]O)[CH2:5][C:6]1[CH:11]=[CH:10][CH:9]=[CH:8][CH:7]=1.S(Cl)([Cl:17])=O.[ClH:19], predict the reaction product. The product is: [ClH:17].[Cl:19][CH2:2][CH2:3][N:4]([CH2:12][CH2:13][Cl:17])[CH2:5][C:6]1[CH:11]=[CH:10][CH:9]=[CH:8][CH:7]=1.